This data is from Reaction yield outcomes from USPTO patents with 853,638 reactions. The task is: Predict the reaction yield, written as a fraction of the theoretical maximum amount of product (1.0 means a 100% yield; for example, 0.34 means a 34% yield). (1) The product is [Cl:17][C:12]1[CH:13]=[CH:14][CH:15]=[CH:16][C:11]=1[NH:10][C:6]1[C:7]([CH:8]=[O:9])=[C:2]([O:28][C:22]2[CH:27]=[CH:26][CH:25]=[CH:24][CH:23]=2)[N:3]=[C:4]([S:18][CH3:19])[N:5]=1. The reactants are Cl[C:2]1[C:7]([CH:8]=[O:9])=[C:6]([NH:10][C:11]2[CH:16]=[CH:15][CH:14]=[CH:13][C:12]=2[Cl:17])[N:5]=[C:4]([S:18][CH3:19])[N:3]=1.[H-].[Na+].[C:22]1([OH:28])[CH:27]=[CH:26][CH:25]=[CH:24][CH:23]=1. The catalyst is CS(C)=O. The yield is 0.450. (2) The reactants are FC(F)(F)S(O[C:7]1[CH:12]=[CH:11][C:10]([C@H:13]([NH:21][C:22]([O:24][C:25]([CH3:28])([CH3:27])[CH3:26])=[O:23])[C:14](=[O:20])[N:15]2[CH2:19][CH2:18][CH2:17][CH2:16]2)=[CH:9][CH:8]=1)(=O)=O.[CH3:31][O:32][CH2:33][CH2:34][O:35][CH2:36][CH2:37][O:38][CH2:39][CH2:40][O:41][CH2:42][CH2:43][O:44][CH2:45][CH2:46][NH2:47].C(=O)([O-])[O-].[Cs+].[Cs+].C(P(C(C)(C)C)C1C(OC)=CC=C(OC)C=1C1C(C(C)C)=CC(C(C)C)=CC=1C(C)C)(C)(C)C. The catalyst is C1(C)C=CC=CC=1.C(O[Pd]OC(=O)C)(=O)C. The product is [C:25]([O:24][C:22](=[O:23])[NH:21][C@@H:13]([C:10]1[CH:11]=[CH:12][C:7]([NH:47][CH2:46][CH2:45][O:44][CH2:43][CH2:42][O:41][CH2:40][CH2:39][O:38][CH2:37][CH2:36][O:35][CH2:34][CH2:33][O:32][CH3:31])=[CH:8][CH:9]=1)[C:14](=[O:20])[N:15]1[CH2:19][CH2:18][CH2:17][CH2:16]1)([CH3:28])([CH3:27])[CH3:26]. The yield is 0.490. (3) The reactants are [O:1]1[CH2:6][CH2:5][C:4](=[O:7])[CH2:3][CH2:2]1.II.Br[CH2:11][C:12]([O:14][CH2:15][CH3:16])=[O:13].S(=O)(=O)(O)O. The catalyst is O1CCCC1.[Zn]. The product is [CH2:15]([O:14][C:12](=[O:13])[CH2:11][C:4]1([OH:7])[CH2:5][CH2:6][O:1][CH2:2][CH2:3]1)[CH3:16]. The yield is 0.690. (4) The reactants are C([O:8][C:9]1[CH:14]=[CH:13][CH:12]=[CH:11][C:10]=1[C:15]1[CH2:24][C:23](=[O:25])[C:22]2[C:17](=[CH:18][CH:19]=[C:20]([N:26]3[CH2:31][CH2:30][O:29][CH2:28][CH2:27]3)[CH:21]=2)[N:16]=1)C1C=CC=CC=1. The catalyst is CO.[Pd]. The product is [OH:8][C:9]1[CH:14]=[CH:13][CH:12]=[CH:11][C:10]=1[C:15]1[CH2:24][C:23](=[O:25])[C:22]2[C:17](=[CH:18][CH:19]=[C:20]([N:26]3[CH2:31][CH2:30][O:29][CH2:28][CH2:27]3)[CH:21]=2)[N:16]=1. The yield is 0.815.